From a dataset of Full USPTO retrosynthesis dataset with 1.9M reactions from patents (1976-2016). Predict the reactants needed to synthesize the given product. (1) Given the product [CH:1]([C@H:4]1[C:9]([O:10][CH3:11])=[N:8][C@@:7]([CH2:21][CH2:22][C:23]2[CH:24]=[CH:25][C:26]3[O:30][C:29]([CH2:31][CH2:32][CH2:33][CH2:34][CH3:35])=[N:28][C:27]=3[CH:36]=2)([CH3:12])[C:6]([O:13][CH3:14])=[N:5]1)([CH3:3])[CH3:2], predict the reactants needed to synthesize it. The reactants are: [CH:1]([C@H:4]1[C:9]([O:10][CH3:11])=[N:8][CH:7]([CH3:12])[C:6]([O:13][CH3:14])=[N:5]1)([CH3:3])[CH3:2].C([Li])CCC.I[CH2:21][CH2:22][C:23]1[CH:24]=[CH:25][C:26]2[O:30][C:29]([CH2:31][CH2:32][CH2:33][CH2:34][CH3:35])=[N:28][C:27]=2[CH:36]=1.[Cl-].[NH4+]. (2) Given the product [Br:11][C:10]1[CH:9]=[CH:8][CH:7]=[C:3]2[C:2]=1[NH:1][C:13](=[S:14])[N:12]([CH3:15])[C:4]2=[O:5], predict the reactants needed to synthesize it. The reactants are: [NH2:1][C:2]1[C:10]([Br:11])=[CH:9][CH:8]=[CH:7][C:3]=1[C:4](O)=[O:5].[N:12]([CH3:15])=[C:13]=[S:14].CCN(CC)CC. (3) Given the product [Cl:1][C:2]1[CH:3]=[CH:4][C:5]2[N:11]3[CH:12]=[CH:13][N:14]=[C:10]3[C@@H:9]([CH2:15][CH2:16][N:17]3[CH:21]=[C:20]([CH2:22][OH:23])[CH:19]=[N:18]3)[O:8][C@H:7]([C:27]3[CH:32]=[CH:31][CH:30]=[C:29]([O:33][CH3:34])[C:28]=3[O:35][CH3:36])[C:6]=2[CH:37]=1, predict the reactants needed to synthesize it. The reactants are: [Cl:1][C:2]1[CH:3]=[CH:4][C:5]2[N:11]3[CH:12]=[CH:13][N:14]=[C:10]3[C@@H:9]([CH2:15][CH2:16][N:17]3[CH:21]=[C:20]([C:22](OCC)=[O:23])[CH:19]=[N:18]3)[O:8][C@H:7]([C:27]3[CH:32]=[CH:31][CH:30]=[C:29]([O:33][CH3:34])[C:28]=3[O:35][CH3:36])[C:6]=2[CH:37]=1.[BH4-].[Li+].C(OCC)(=O)C. (4) Given the product [Cl:27][C:21]1[CH:22]=[C:23]([Cl:26])[CH:24]=[CH:25][C:20]=1[N:19]1[C:15]([C:12]2[CH:11]=[CH:10][C:9]([OH:8])=[CH:14][CH:13]=2)=[C:16]([CH3:38])[C:17]([C:28]([NH:30][C:31]2[CH:36]=[CH:35][C:34]([CH3:37])=[CH:33][N:32]=2)=[O:29])=[N:18]1, predict the reactants needed to synthesize it. The reactants are: C([O:8][C:9]1[CH:14]=[CH:13][C:12]([C:15]2[N:19]([C:20]3[CH:25]=[CH:24][C:23]([Cl:26])=[CH:22][C:21]=3[Cl:27])[N:18]=[C:17]([C:28]([NH:30][C:31]3[CH:36]=[CH:35][C:34]([CH3:37])=[CH:33][N:32]=3)=[O:29])[C:16]=2[CH3:38])=[CH:11][CH:10]=1)C1C=CC=CC=1.Br.C([O-])([O-])=O.[Na+].[Na+].C(Cl)Cl. (5) Given the product [CH2:13]([CH:12]([CH:23]([CH2:24][CH2:25][CH2:26][CH2:27][CH2:28][CH2:29][CH2:30][CH2:31][CH2:32][CH3:33])[CH2:34][CH2:35][CH2:36][CH2:37][CH2:38][CH2:39][CH2:40][CH2:41][NH:42][C:43]([NH:45][C:46]1[NH:47][C:48]([CH3:53])=[CH:49][C:50](=[O:52])[N:51]=1)=[O:44])[CH2:11][CH2:10][CH2:9][CH2:8][CH2:7][CH2:6][CH2:5][CH2:4][NH:1][C:2]([NH:45][C:46]1[NH:47][C:48]([CH3:53])=[CH:49][C:50](=[O:52])[N:51]=1)=[O:3])[CH2:14][CH2:15][CH2:16][CH2:17][CH2:18][CH2:19][CH2:20][CH2:21][CH3:22], predict the reactants needed to synthesize it. The reactants are: [N:1]([CH2:4][CH2:5][CH2:6][CH2:7][CH2:8][CH2:9][CH2:10][CH2:11][CH:12]([CH:23]([CH2:34][CH2:35][CH2:36][CH2:37][CH2:38][CH2:39][CH2:40][CH2:41][N:42]=[C:43]=[O:44])[CH2:24][CH2:25][CH2:26][CH2:27][CH2:28][CH2:29][CH2:30][CH2:31][CH2:32][CH3:33])[CH2:13][CH2:14][CH2:15][CH2:16][CH2:17][CH2:18][CH2:19][CH2:20][CH2:21][CH3:22])=[C:2]=[O:3].[NH2:45][C:46]1[NH:47][C:48]([CH3:53])=[CH:49][C:50](=[O:52])[N:51]=1. (6) Given the product [Cl:1][C:2]1[CH:3]=[CH:4][C:5]([S:8]([C:11]2[S:20][C:14]3=[N:15][CH:16]=[C:17]([NH:19][S:29]([CH3:28])(=[O:31])=[O:30])[CH:18]=[C:13]3[C:12]=2[C:21]2[CH:26]=[CH:25][C:24]([Cl:27])=[CH:23][CH:22]=2)(=[O:10])=[O:9])=[CH:6][CH:7]=1, predict the reactants needed to synthesize it. The reactants are: [Cl:1][C:2]1[CH:7]=[CH:6][C:5]([S:8]([C:11]2[S:20][C:14]3=[N:15][CH:16]=[C:17]([NH2:19])[CH:18]=[C:13]3[C:12]=2[C:21]2[CH:26]=[CH:25][C:24]([Cl:27])=[CH:23][CH:22]=2)(=[O:10])=[O:9])=[CH:4][CH:3]=1.[CH3:28][S:29](Cl)(=[O:31])=[O:30]. (7) Given the product [C:1]([NH:17][C:18]1[CH:19]=[C:20]2[C:25](=[C:26]([C:28]([NH2:30])=[O:29])[CH:27]=1)[N:24]=[CH:23][N:22]=[C:21]2[NH:31][CH2:32][C:33]1[CH:38]=[CH:37][C:36]([Cl:39])=[C:35]([C:40]([F:42])([F:43])[F:41])[CH:34]=1)(=[O:8])[C:2]1[CH:7]=[CH:6][CH:5]=[CH:4][CH:3]=1, predict the reactants needed to synthesize it. The reactants are: [C:1](Cl)(=[O:8])[C:2]1[CH:7]=[CH:6][CH:5]=[CH:4][CH:3]=1.C(O)(C(F)(F)F)=O.[NH2:17][C:18]1[CH:19]=[C:20]2[C:25](=[C:26]([C:28]([NH2:30])=[O:29])[CH:27]=1)[N:24]=[CH:23][N:22]=[C:21]2[NH:31][CH2:32][C:33]1[CH:38]=[CH:37][C:36]([Cl:39])=[C:35]([C:40]([F:43])([F:42])[F:41])[CH:34]=1.C(N(CC)CC)C. (8) Given the product [Cl:1][C:2]1[CH:3]=[C:4]([NH:9][C:10]2[C:19]3[C:14](=[CH:15][C:16]([O:22][CH3:23])=[C:17]([CH2:20][N:24]4[CH2:31][CH2:30][CH2:29][C@@H:25]4[C:26]([OH:28])=[O:27])[CH:18]=3)[N:13]=[CH:12][N:11]=2)[CH:5]=[CH:6][C:7]=1[F:8], predict the reactants needed to synthesize it. The reactants are: [Cl:1][C:2]1[CH:3]=[C:4]([NH:9][C:10]2[C:19]3[C:14](=[CH:15][C:16]([O:22][CH3:23])=[C:17]([CH:20]=O)[CH:18]=3)[N:13]=[CH:12][N:11]=2)[CH:5]=[CH:6][C:7]=1[F:8].[NH:24]1[CH2:31][CH2:30][CH2:29][C@@H:25]1[C:26]([OH:28])=[O:27]. (9) Given the product [OH:1][CH2:2][C:3]1([CH2:27][OH:28])[O:7][N:6]=[C:5]([C:8]2[C:9]([NH:19][CH:20]3[CH2:21][CH2:22][C:23](=[O:26])[CH2:24][CH2:25]3)=[C:10]3[CH:16]=[N:15][N:14]([CH2:17][CH3:18])[C:11]3=[N:12][CH:13]=2)[CH2:4]1, predict the reactants needed to synthesize it. The reactants are: [OH:1][CH2:2][C:3]1([CH2:27][OH:28])[O:7][N:6]=[C:5]([C:8]2[C:9]([NH:19][CH:20]3[CH2:25][CH2:24][CH:23]([OH:26])[CH2:22][CH2:21]3)=[C:10]3[CH:16]=[N:15][N:14]([CH2:17][CH3:18])[C:11]3=[N:12][CH:13]=2)[CH2:4]1.[Cr](Cl)([O-])(=O)=O.[NH+]1C=CC=CC=1.